Dataset: Reaction yield outcomes from USPTO patents with 853,638 reactions. Task: Predict the reaction yield, written as a fraction of the theoretical maximum amount of product (1.0 means a 100% yield; for example, 0.34 means a 34% yield). (1) The reactants are [Li][CH2:2][CH2:3][CH2:4]C.Br[C:7]1[CH:12]=[CH:11][CH:10]=[CH:9][C:8]=1[CH:13]([O:16]C)OC.[Mg+2].[Br-].[Br-].C(Br)C=C.Cl. The catalyst is CCOCC.[Cu]I. The product is [CH2:4]([C:7]1[CH:12]=[CH:11][CH:10]=[CH:9][C:8]=1[CH:13]=[O:16])[CH:3]=[CH2:2]. The yield is 0.340. (2) The reactants are [C:1]([C:3]1[CH:4]=[CH:5][C:6]([O:15][CH2:16][C@@H:17]2[CH2:19][O:18]2)=[C:7]([CH:14]=1)[C:8]([NH:10][CH:11]1[CH2:13][CH2:12]1)=[O:9])#[N:2].[CH2:20]([NH:22][C:23]([N:25]1[CH2:32][CH:31]2[CH2:33][CH:27]([CH2:28][NH:29][CH2:30]2)[CH2:26]1)=[O:24])[CH3:21].O. The catalyst is C(O)(C)C. The product is [C:1]([C:3]1[CH:4]=[CH:5][C:6]([O:15][CH2:16][C@@H:17]([OH:18])[CH2:19][N:29]2[CH2:28][CH:27]3[CH2:33][CH:31]([CH2:32][N:25]([C:23]([NH:22][CH2:20][CH3:21])=[O:24])[CH2:26]3)[CH2:30]2)=[C:7]([C:8]([NH:10][CH:11]2[CH2:13][CH2:12]2)=[O:9])[CH:14]=1)#[N:2]. The yield is 0.790. (3) The reactants are [Br:1][C:2]1[CH:3]=[C:4]([CH:8]=[CH:9][C:10]=1[Cl:11])[C:5]([OH:7])=[O:6].C(=O)([O-])[O-].[Cs+].[Cs+].I[CH2:19][CH3:20]. The catalyst is C(#N)C. The product is [Br:1][C:2]1[CH:3]=[C:4]([CH:8]=[CH:9][C:10]=1[Cl:11])[C:5]([O:7][CH2:19][CH3:20])=[O:6]. The yield is 0.970. (4) The reactants are C[O:2][C:3]1[CH:21]=[N:20][C:6]2[N:7]=[C:8]([N:14]3[CH2:17][CH:16]([NH:18][CH3:19])[CH2:15]3)[C:9]3[N:10]([CH:11]=[N:12][N:13]=3)[C:5]=2[CH:4]=1.BrB(Br)Br.CO. The catalyst is C(Cl)Cl. The product is [CH3:19][NH:18][CH:16]1[CH2:15][N:14]([C:8]2[C:9]3[N:10]([CH:11]=[N:12][N:13]=3)[C:5]3[CH:4]=[C:3]([OH:2])[CH:21]=[N:20][C:6]=3[N:7]=2)[CH2:17]1. The yield is 0.500. (5) The reactants are C([O:3][C:4](=[O:33])[C:5]1[CH:10]=[CH:9][C:8](C(=O)CN2C(=O)C(C3C=CC=CC=3)(C3C=CC=CC=3)N=C2C)=[CH:7][CH:6]=1)C.[Li+].[OH-]. The catalyst is O1CCOCC1. The product is [C:4]([OH:33])(=[O:3])[C:5]1[CH:10]=[CH:9][CH:8]=[CH:7][CH:6]=1. The yield is 0.840. (6) The reactants are O[C@H](C)[C@H](NC([C:11]1[CH:16]=[CH:15][C:14]([C:17]([C:19]2[CH:24]=[CH:23][CH:22]=[CH:21][CH:20]=2)=O)=[CH:13][CH:12]=1)=O)C(OC)=O.CCN=C=NCCCN(C)C.[CH:37]1[CH:38]=[CH:39][C:40]2N(O)N=N[C:41]=2[CH:42]=1.COC(=O)[CH:50]([NH:60][C:61](=[O:79])[C:62]1[CH:67]=[CH:66][C:65]([C:68]#[C:69]C#CC2C=CC(N)=CC=2)=[CH:64][CH:63]=1)[CH2:51][NH:52]C(OC(C)(C)C)=O.CCN(C(C)C)C(C)C. The catalyst is CN(C=O)C.CCOC(C)=O. The product is [C:17]([CH:51]([NH2:52])[CH2:50][NH:60][C:61](=[O:79])[C:62]1[CH:67]=[CH:66][C:65]([C:68]#[CH:69])=[CH:64][CH:63]=1)([C:14]1[CH:13]=[CH:12][CH:11]=[CH:16][CH:15]=1)([C:19]1[CH:20]=[CH:21][CH:22]=[CH:23][CH:24]=1)[C:42]1[CH:41]=[CH:40][CH:39]=[CH:38][CH:37]=1. The yield is 0.970.